This data is from Catalyst prediction with 721,799 reactions and 888 catalyst types from USPTO. The task is: Predict which catalyst facilitates the given reaction. (1) Reactant: Br[C:2]1[CH:14]=[CH:13][CH:12]=[CH:11][C:3]=1[O:4][C:5]1[CH:10]=[CH:9][CH:8]=[CH:7][N:6]=1.C(OCC)(=O)C.O.[CH3:22][N:23](C)C=O. Product: [O:4]([C:5]1[N:6]=[C:7]([C:22]#[N:23])[CH:8]=[CH:9][CH:10]=1)[C:3]1[CH:11]=[CH:12][CH:13]=[CH:14][CH:2]=1. The catalyst class is: 267. (2) Reactant: [OH:1][CH2:2][C:3]1[CH:8]=[CH:7][N:6]2[C:9](=[O:20])[N:10]([CH2:12][O:13][CH2:14][CH2:15][Si:16]([CH3:19])([CH3:18])[CH3:17])[N:11]=[C:5]2[C:4]=1[O:21][CH3:22]. Product: [CH3:22][O:21][C:4]1[C:5]2[N:6]([C:9](=[O:20])[N:10]([CH2:12][O:13][CH2:14][CH2:15][Si:16]([CH3:19])([CH3:18])[CH3:17])[N:11]=2)[CH:7]=[CH:8][C:3]=1[CH:2]=[O:1]. The catalyst class is: 485. (3) Reactant: [O:1]1[CH2:6][CH2:5][O:4][CH2:3][CH:2]1[CH:7]([NH2:9])[CH3:8].[Br:10][C:11]1[CH:16]=[CH:15][CH:14]=[CH:13][C:12]=1[CH:17]([C:22](=O)[CH3:23])[C:18]([O:20][CH3:21])=[O:19].C(O)(=O)C. Product: [O:1]1[CH2:6][CH2:5][O:4][CH2:3][CH:2]1[CH:7](/[N:9]=[C:22](\[CH3:23])/[CH:17]([C:12]1[CH:13]=[CH:14][CH:15]=[CH:16][C:11]=1[Br:10])[C:18]([O:20][CH3:21])=[O:19])[CH3:8]. The catalyst class is: 5. (4) Product: [Si:19]([O:18][CH2:17][C@@H:16]([CH3:26])[CH2:15][N:8]1[C:7]2[CH:13]=[C:3]([O:2][CH3:1])[CH:4]=[CH:5][C:6]=2[O:11][CH2:10][C:9]1=[O:12])([C:22]([CH3:23])([CH3:24])[CH3:25])([CH3:20])[CH3:21]. Reactant: [CH3:1][O:2][C:3]1[CH:4]=[CH:5][C:6]2[O:11][CH2:10][C:9](=[O:12])[NH:8][C:7]=2[CH:13]=1.Br[CH2:15][C@@H:16]([CH3:26])[CH2:17][O:18][Si:19]([C:22]([CH3:25])([CH3:24])[CH3:23])([CH3:21])[CH3:20].C([O-])([O-])=O.[Cs+].[Cs+]. The catalyst class is: 243. (5) Reactant: S(O)(O)(=O)=O.[CH3:6][S:7][C:8](=[NH:10])[NH2:9].[N+:11]([C:14]1[CH:15]=[C:16]([CH:19]=[CH:20][CH:21]=1)[CH:17]=O)([O-:13])=[O:12].[C:22]([CH2:24][C:25]([O:27][CH2:28][CH3:29])=[O:26])#[N:23].O=P(Cl)(Cl)Cl.[SH:35][CH2:36][C:37](OCC)=O. Product: [NH2:23][C:22]1[C:37]2[C:17]([C:16]3[CH:19]=[CH:20][CH:21]=[C:14]([N+:11]([O-:13])=[O:12])[CH:15]=3)=[N:9][C:8]([S:7][CH3:6])=[N:10][C:36]=2[S:35][C:24]=1[C:25]([O:27][CH2:28][CH3:29])=[O:26]. The catalyst class is: 243. (6) Reactant: [F:1][C:2]([F:9])([F:8])/[CH:3]=[CH:4]/[C:5](O)=[O:6].C(Cl)(=O)C(Cl)=O.Cl.Cl.[CH2:18]([N:20]([C:24]1[CH:29]=[C:28]([CH3:30])[CH:27]=[CH:26][N:25]=1)[CH2:21][CH2:22][NH2:23])[CH3:19].CCOP(O)N(C(C)C)C(C)C. Product: [CH2:18]([N:20]([C:24]1[CH:29]=[C:28]([CH3:30])[CH:27]=[CH:26][N:25]=1)[CH2:21][CH2:22][NH:23][C:5](=[O:6])/[CH:4]=[CH:3]/[C:2]([F:9])([F:8])[F:1])[CH3:19]. The catalyst class is: 4. (7) Reactant: [NH3:1].CC(O)C.Cl[C:7]([C:34]1[CH:39]=[CH:38][C:37]([I:40])=[CH:36][CH:35]=1)([C:28]1[N:32]([CH3:33])[CH:31]=[N:30][N:29]=1)[C:8]1[CH:9]=[C:10]2[C:15](=[CH:16][CH:17]=1)[N:14]1[N:18]=[N:19][N:20]=[C:13]1[N:12]=[C:11]2[C:21]1[CH:26]=[CH:25][CH:24]=[C:23]([Cl:27])[CH:22]=1. Product: [Cl:27][C:23]1[CH:22]=[C:21]([C:11]2[C:10]3[C:15](=[CH:16][CH:17]=[C:8]([C:7]([C:34]4[CH:35]=[CH:36][C:37]([I:40])=[CH:38][CH:39]=4)([C:28]4[N:32]([CH3:33])[CH:31]=[N:30][N:29]=4)[NH2:1])[CH:9]=3)[N:14]3[N:18]=[N:19][N:20]=[C:13]3[N:12]=2)[CH:26]=[CH:25][CH:24]=1. The catalyst class is: 1. (8) Reactant: [Cl:1][C:2]1[C:11]2[C:6](=[CH:7][C:8]([S:12]([NH:15][C:16]3([C:23]([O:25]C)=[O:24])[CH2:21][CH2:20][N:19]([CH3:22])[CH2:18][CH2:17]3)(=[O:14])=[O:13])=[CH:9][CH:10]=2)[C:5]([NH:27][C:28]([NH2:30])=[NH:29])=[N:4][CH:3]=1.[OH-].[Na+].Cl. Product: [ClH:1].[Cl:1][C:2]1[C:11]2[C:6](=[CH:7][C:8]([S:12]([NH:15][C:16]3([C:23]([OH:25])=[O:24])[CH2:21][CH2:20][N:19]([CH3:22])[CH2:18][CH2:17]3)(=[O:14])=[O:13])=[CH:9][CH:10]=2)[C:5]([NH:27][C:28]([NH2:30])=[NH:29])=[N:4][CH:3]=1. The catalyst class is: 5. (9) Reactant: C([O:8][C:9]1[CH:14]=[CH:13][C:12]([C:15]2[N:19]([C:20]3[CH:21]=[N:22][C:23](OC)=[CH:24][CH:25]=3)[N:18]=[C:17]([C:28]([N:30]3[CH2:35][CH2:34][N:33]([CH3:36])[CH2:32][CH2:31]3)=[O:29])[CH:16]=2)=[CH:11][CH:10]=1)C1C=CC=CC=1.Cl.[CH2:38]([OH:40])C.[H][H].[OH-].[Na+]. Product: [OH:8][C:9]1[CH:14]=[CH:13][C:12]([C:15]2[N:19]([C:20]3[CH:25]=[CH:24][CH:23]=[N:22][C:21]=3[O:40][CH3:38])[N:18]=[C:17]([C:28]([N:30]3[CH2:35][CH2:34][N:33]([CH3:36])[CH2:32][CH2:31]3)=[O:29])[CH:16]=2)=[CH:11][CH:10]=1. The catalyst class is: 178.